This data is from Reaction yield outcomes from USPTO patents with 853,638 reactions. The task is: Predict the reaction yield, written as a fraction of the theoretical maximum amount of product (1.0 means a 100% yield; for example, 0.34 means a 34% yield). The reactants are [Cl-].O[NH3+:3].[C:4](=[O:7])([O-])[OH:5].[Na+].[CH:9]([O:12][C:13]1[CH:18]=[CH:17][C:16]([N:19]2[C:24](=[O:25])[C:23]([CH2:26][C:27]3[CH:32]=[CH:31][C:30]([C:33]4[C:34]([C:39]#[N:40])=[CH:35][CH:36]=[CH:37][CH:38]=4)=[CH:29][CH:28]=3)=[C:22]([CH2:41][CH2:42][CH3:43])[N:21]=[C:20]2[CH3:44])=[CH:15][CH:14]=1)([CH3:11])[CH3:10].O. The product is [CH:9]([O:12][C:13]1[CH:14]=[CH:15][C:16]([N:19]2[C:24](=[O:25])[C:23]([CH2:26][C:27]3[CH:32]=[CH:31][C:30]([C:33]4[CH:38]=[CH:37][CH:36]=[CH:35][C:34]=4[C:39]4[NH:3][C:4](=[O:7])[O:5][N:40]=4)=[CH:29][CH:28]=3)=[C:22]([CH2:41][CH2:42][CH3:43])[N:21]=[C:20]2[CH3:44])=[CH:17][CH:18]=1)([CH3:11])[CH3:10]. The yield is 0.850. The catalyst is CS(C)=O.